Dataset: Forward reaction prediction with 1.9M reactions from USPTO patents (1976-2016). Task: Predict the product of the given reaction. (1) Given the reactants [C:1](Cl)(=[O:7])[O:2][CH2:3][CH2:4][O:5][CH3:6].[NH2:9][C@@H:10]1[CH2:15][CH2:14][N:13]([C:16]2[C:17]([Cl:40])=[C:18]([NH:24][C:25]3[N:30]=[C:29]([NH:31][CH:32]4[CH2:34][CH2:33]4)[C:28]4=[N:35][CH:36]=[C:37]([C:38]#[N:39])[N:27]4[N:26]=3)[CH:19]=[C:20]([C:22]#[N:23])[CH:21]=2)[CH2:12][C@H:11]1[O:41][Si:42]([CH:49]([CH3:51])[CH3:50])([CH:46]([CH3:48])[CH3:47])[CH:43]([CH3:45])[CH3:44].C(N(CC)CC)C, predict the reaction product. The product is: [CH3:6][O:5][CH2:4][CH2:3][O:2][C:1](=[O:7])[NH:9][C@@H:10]1[CH2:15][CH2:14][N:13]([C:16]2[CH:21]=[C:20]([C:22]#[N:23])[CH:19]=[C:18]([NH:24][C:25]3[N:30]=[C:29]([NH:31][CH:32]4[CH2:33][CH2:34]4)[C:28]4=[N:35][CH:36]=[C:37]([C:38]#[N:39])[N:27]4[N:26]=3)[C:17]=2[Cl:40])[CH2:12][C@H:11]1[O:41][Si:42]([CH:46]([CH3:48])[CH3:47])([CH:49]([CH3:51])[CH3:50])[CH:43]([CH3:44])[CH3:45]. (2) Given the reactants [CH3:1][C:2]1[S:3][C:4]2[CH:10]=[C:9]([S:11]([N:14]3[CH2:19][CH2:18][CH2:17][CH2:16][CH2:15]3)(=[O:13])=[O:12])[CH:8]=[CH:7][C:5]=2[N:6]=1.[CH3:20][O:21][S:22]([C:25]1[CH:30]=[CH:29][C:28]([CH3:31])=[CH:27][CH:26]=1)(=[O:24])=[O:23], predict the reaction product. The product is: [S:22]([C:25]1[CH:30]=[CH:29][C:28]([CH3:31])=[CH:27][CH:26]=1)([OH:24])(=[O:23])=[O:21].[CH3:1][CH:2]1[N:6]([CH3:20])[C:5]2[CH:7]=[CH:8][C:9]([S:11]([N:14]3[CH2:19][CH2:18][CH2:17][CH2:16][CH2:15]3)(=[O:12])=[O:13])=[CH:10][C:4]=2[S:3]1. (3) Given the reactants [N+:1]([C:4]1[CH:11]=[CH:10][CH:9]=[CH:8][C:5]=1[CH2:6][OH:7])([O-:3])=[O:2].[C:12]([O:17][CH2:18][CH2:19][N:20]=[C:21]=[O:22])(=[O:16])[C:13]([CH3:15])=[CH2:14].[N-]=C=O, predict the reaction product. The product is: [CH3:15][C:13](=[CH2:14])[C:12]([O:17][CH2:18][CH2:19][NH:20][C:21]([O:7][CH2:6][C:5]1[CH:8]=[CH:9][CH:10]=[CH:11][C:4]=1[N+:1]([O-:3])=[O:2])=[O:22])=[O:16].